This data is from Full USPTO retrosynthesis dataset with 1.9M reactions from patents (1976-2016). The task is: Predict the reactants needed to synthesize the given product. (1) Given the product [CH2:1]([O:8][C:9]1[CH:10]=[CH:11][C:12]2[C:13]3[N:21]([CH2:22][C:23]([NH:26][C:35]([NH:34][CH:31]([CH3:33])[CH3:32])=[O:36])([CH3:24])[CH3:25])[C:20]([CH2:27][O:28][CH2:29][CH3:30])=[N:19][C:14]=3[CH:15]=[N:16][C:17]=2[CH:18]=1)[C:2]1[CH:7]=[CH:6][CH:5]=[CH:4][CH:3]=1, predict the reactants needed to synthesize it. The reactants are: [CH2:1]([O:8][C:9]1[CH:10]=[CH:11][C:12]2[C:13]3[N:21]([CH2:22][C:23]([NH2:26])([CH3:25])[CH3:24])[C:20]([CH2:27][O:28][CH2:29][CH3:30])=[N:19][C:14]=3[CH:15]=[N:16][C:17]=2[CH:18]=1)[C:2]1[CH:7]=[CH:6][CH:5]=[CH:4][CH:3]=1.[CH:31]([N:34]=[C:35]=[O:36])([CH3:33])[CH3:32]. (2) Given the product [Cl:1][C:2]1[CH:3]=[C:4]([O:12][C:13]2[C:25]([F:26])=[CH:24][C:16]([C:17]([OH:19])=[O:18])=[C:15]([F:27])[CH:14]=2)[CH:5]=[N:6][C:7]=1[O:8][CH:9]([CH3:11])[CH3:10], predict the reactants needed to synthesize it. The reactants are: [Cl:1][C:2]1[CH:3]=[C:4]([O:12][C:13]2[C:25]([F:26])=[CH:24][C:16]([C:17]([O:19]C(C)(C)C)=[O:18])=[C:15]([F:27])[CH:14]=2)[CH:5]=[N:6][C:7]=1[O:8][CH:9]([CH3:11])[CH3:10].O1CCCC1.CO.[OH-].[Na+].Cl. (3) Given the product [Cl:9][C:4]1[CH:3]=[C:2]([CH:7]=[CH:6][C:5]=1[O:8][CH2:12][CH2:13][N:14]1[CH2:18][CH2:17][CH2:16][CH2:15]1)[NH2:1], predict the reactants needed to synthesize it. The reactants are: [NH2:1][C:2]1[CH:7]=[CH:6][C:5]([OH:8])=[C:4]([Cl:9])[CH:3]=1.Cl.Cl[CH2:12][CH2:13][N:14]1[CH2:18][CH2:17][CH2:16][CH2:15]1.[OH-].[Na+].